Predict the reaction yield, written as a fraction of the theoretical maximum amount of product (1.0 means a 100% yield; for example, 0.34 means a 34% yield). From a dataset of Reaction yield outcomes from USPTO patents with 853,638 reactions. (1) The yield is 0.510. The reactants are [CH3:1][O:2][C:3]1[CH:10]=[CH:9][C:6]([CH:7]=O)=[C:5]([N+:11]([O-:13])=[O:12])[C:4]=1[N+:14]([O-:16])=[O:15].[Br-].[CH3:18][O:19][C:20]1[CH:21]=[C:22]([CH:43]=[C:44]([O:48][CH3:49])[C:45]=1[O:46][CH3:47])[CH2:23][P+](C1C=CC=CC=1)(C1C=CC=CC=1)C1C=CC=CC=1.[H-].[Na+]. The catalyst is ClCCl. The product is [N+:11]([C:5]1[C:4]([N+:14]([O-:16])=[O:15])=[C:3]([O:2][CH3:1])[CH:10]=[CH:9][C:6]=1/[CH:7]=[CH:23]\[C:22]1[CH:43]=[C:44]([O:48][CH3:49])[C:45]([O:46][CH3:47])=[C:20]([O:19][CH3:18])[CH:21]=1)([O-:13])=[O:12]. (2) The reactants are [NH:1]([C:3]1[CH:4]=[N:5][CH:6]=[CH:7][CH:8]=1)[NH2:2].Cl.[CH3:10][C:11]1[CH:12]=[CH:13][C:14]([C:17](=O)[CH2:18][C:19](=O)[C:20]([O:22][CH3:23])=[O:21])=[N:15][CH:16]=1.C(=O)(O)[O-].[Na+]. The catalyst is CO.C(Cl)(Cl)Cl. The product is [CH3:10][C:11]1[CH:12]=[CH:13][C:14]([C:17]2[N:1]([C:3]3[CH:4]=[N:5][CH:6]=[CH:7][CH:8]=3)[N:2]=[C:19]([C:20]([O:22][CH3:23])=[O:21])[CH:18]=2)=[N:15][CH:16]=1. The yield is 0.610.